This data is from Catalyst prediction with 721,799 reactions and 888 catalyst types from USPTO. The task is: Predict which catalyst facilitates the given reaction. (1) Reactant: [CH3:1][N:2]1[C:10]2[C:5](=[N:6][C:7]([C@@H:17]([NH:19]C(=O)OC(C)(C)C)[CH3:18])=[C:8]([CH:11]3[CH2:16][CH2:15][O:14][CH2:13][CH2:12]3)[CH:9]=2)[CH:4]=[CH:3]1.[ClH:27]. Product: [ClH:27].[CH3:1][N:2]1[C:10]2[C:5](=[N:6][C:7]([C@@H:17]([NH2:19])[CH3:18])=[C:8]([CH:11]3[CH2:16][CH2:15][O:14][CH2:13][CH2:12]3)[CH:9]=2)[CH:4]=[CH:3]1. The catalyst class is: 12. (2) Reactant: Br[C:2]1[CH:7]=[CH:6][C:5]([CH:8]2[CH2:13][C:12]([CH3:27])([S:14]([C:17]3[CH:22]=[CH:21][CH:20]=[C:19]([C:23]([F:26])([F:25])[F:24])[CH:18]=3)(=[O:16])=[O:15])[CH2:11][CH2:10][O:9]2)=[CH:4][N:3]=1.[H-].[Na+].[CH3:30][O:31][CH2:32][CH2:33][OH:34]. Product: [CH3:30][O:31][CH2:32][CH2:33][O:34][C:2]1[CH:7]=[CH:6][C:5]([CH:8]2[CH2:13][C:12]([CH3:27])([S:14]([C:17]3[CH:22]=[CH:21][CH:20]=[C:19]([C:23]([F:26])([F:25])[F:24])[CH:18]=3)(=[O:16])=[O:15])[CH2:11][CH2:10][O:9]2)=[CH:4][N:3]=1. The catalyst class is: 3. (3) Reactant: [Br:1][C:2]1[CH:10]=[CH:9][C:5]([C:6]([OH:8])=[O:7])=[CH:4][C:3]=1[O:11][CH:12]1[CH2:17][CH2:16][CH2:15][CH2:14][O:13]1.Br[C:19]1C=CC(C(O)=O)=CC=1OC1CCCCO1.C(=O)([O-])[O-].[Cs+].[Cs+].IC. Product: [Br:1][C:2]1[CH:10]=[CH:9][C:5]([C:6]([O:8][CH3:19])=[O:7])=[CH:4][C:3]=1[O:11][CH:12]1[CH2:17][CH2:16][CH2:15][CH2:14][O:13]1. The catalyst class is: 95. (4) Reactant: [S:1]([N:11]1[C:19]2[C:14](=[C:15]([CH2:20][N:21]3[C:26]4([CH2:31][CH2:30][NH:29][CH2:28][CH2:27]4)[CH2:25][CH2:24][CH2:23][C:22]3=[O:32])[CH:16]=[CH:17][CH:18]=2)[CH:13]=[CH:12]1)([C:4]1[CH:10]=[CH:9][C:7]([CH3:8])=[CH:6][CH:5]=1)(=[O:3])=[O:2].C([O-])([O-])=O.[K+].[K+].Cl[C:40]1[O:41][C:42]2[CH:48]=[CH:47][CH:46]=[CH:45][C:43]=2[N:44]=1. Product: [O:41]1[C:42]2[CH:48]=[CH:47][CH:46]=[CH:45][C:43]=2[N:44]=[C:40]1[N:29]1[CH2:30][CH2:31][C:26]2([N:21]([CH2:20][C:15]3[CH:16]=[CH:17][CH:18]=[C:19]4[C:14]=3[CH:13]=[CH:12][N:11]4[S:1]([C:4]3[CH:5]=[CH:6][C:7]([CH3:8])=[CH:9][CH:10]=3)(=[O:2])=[O:3])[C:22](=[O:32])[CH2:23][CH2:24][CH2:25]2)[CH2:27][CH2:28]1. The catalyst class is: 3. (5) Reactant: C[O-].[Na+].[CH3:4][C:5]1[CH:10]=[CH:9][C:8]([CH:11]=[CH:12][C:13]([O:15][CH2:16][CH3:17])=[O:14])=[CH:7][CH:6]=1.[N:18]1[CH:23]=[CH:22][CH:21]=[C:20]([CH2:24][C:25]#[N:26])[CH:19]=1. Product: [C:25]([CH:24]([C:20]1[CH:19]=[N:18][CH:23]=[CH:22][CH:21]=1)[CH:11]([C:8]1[CH:7]=[CH:6][C:5]([CH3:4])=[CH:10][CH:9]=1)[CH2:12][C:13]([O:15][CH2:16][CH3:17])=[O:14])#[N:26]. The catalyst class is: 8. (6) Reactant: [N:1]1([C:11]([N:13]2[CH2:18][CH2:17][CH:16]([C:19]([O:21]CC)=[O:20])[CH2:15][CH2:14]2)=[O:12])[C:10]2[C:5](=[CH:6][CH:7]=[CH:8][CH:9]=2)[CH2:4][CH2:3][CH2:2]1.[OH-].[Na+]. Product: [N:1]1([C:11]([N:13]2[CH2:18][CH2:17][CH:16]([C:19]([OH:21])=[O:20])[CH2:15][CH2:14]2)=[O:12])[C:10]2[C:5](=[CH:6][CH:7]=[CH:8][CH:9]=2)[CH2:4][CH2:3][CH2:2]1. The catalyst class is: 8. (7) Reactant: [OH:1][CH2:2][CH2:3][N:4]1[C:8]([CH2:9][C:10]([OH:13])([CH3:12])[CH3:11])=[CH:7][C:6]([C:14]([O:16][CH2:17][CH3:18])=[O:15])=[N:5]1.[H-].[Na+].I[CH3:22]. Product: [OH:13][C:10]([CH3:12])([CH3:11])[CH2:9][C:8]1[N:4]([CH2:3][CH2:2][O:1][CH3:22])[N:5]=[C:6]([C:14]([O:16][CH2:17][CH3:18])=[O:15])[CH:7]=1. The catalyst class is: 1. (8) Reactant: [CH:1]1([C:7]2[C:11]([CH2:12][CH2:13][CH2:14][OH:15])=[CH:10][N:9]([C:16]3[CH:21]=[CH:20][C:19]([C:22]([F:25])([F:24])[F:23])=[CH:18][N:17]=3)[N:8]=2)[CH2:6][CH2:5][CH2:4][CH2:3][CH2:2]1.[CH:26]1([N:32]2[C:36]([CH2:37][CH2:38][C:39]([O:41]CC)=[O:40])=[CH:35][C:34](O)=[N:33]2)[CH2:31][CH2:30][CH2:29][CH2:28][CH2:27]1.C(P(CCCC)CCCC)CCC.N(C(N1CCCCC1)=O)=NC(N1CCCCC1)=O. Product: [CH:26]1([N:32]2[C:36]([CH2:37][CH2:38][C:39]([OH:41])=[O:40])=[CH:35][C:34]([O:15][CH2:14][CH2:13][CH2:12][C:11]3[C:7]([CH:1]4[CH2:6][CH2:5][CH2:4][CH2:3][CH2:2]4)=[N:8][N:9]([C:16]4[CH:21]=[CH:20][C:19]([C:22]([F:23])([F:24])[F:25])=[CH:18][N:17]=4)[CH:10]=3)=[N:33]2)[CH2:27][CH2:28][CH2:29][CH2:30][CH2:31]1. The catalyst class is: 7. (9) Reactant: [CH:1]1([N:4]([CH2:38][CH2:39]O)[C:5]([C:7]2[C:12]([O:13][CH2:14][C:15]3[CH:20]=[CH:19][CH:18]=[CH:17][CH:16]=3)=[C:11]([OH:21])[N:10]=[C:9]([CH2:22][C:23]3([C:28]4[C:37]5[C:32](=[CH:33][CH:34]=[CH:35][CH:36]=5)[CH:31]=[CH:30][CH:29]=4)[CH2:27][CH2:26][CH2:25][CH2:24]3)[N:8]=2)=[O:6])[CH2:3][CH2:2]1.N(C(OC(C)C)=O)=NC(OC(C)C)=O.C1(P(C2C=CC=CC=2)C2C=CC=CC=2)C=CC=CC=1. Product: [CH2:14]([O:13][C:12]1[C:11](=[O:21])[N:10]=[C:9]([CH2:22][C:23]2([C:28]3[C:37]4[C:32](=[CH:33][CH:34]=[CH:35][CH:36]=4)[CH:31]=[CH:30][CH:29]=3)[CH2:27][CH2:26][CH2:25][CH2:24]2)[N:8]2[CH2:39][CH2:38][N:4]([CH:1]3[CH2:3][CH2:2]3)[C:5](=[O:6])[C:7]=12)[C:15]1[CH:16]=[CH:17][CH:18]=[CH:19][CH:20]=1. The catalyst class is: 96. (10) Reactant: [NH:1]1[CH:5]=[C:4]([NH:6][C:7]([C:9]2[C:17]3[C:12](=[CH:13][C:14]([Br:18])=[CH:15][CH:16]=3)[N:11]([CH2:19][O:20][CH2:21][CH2:22][Si:23]([CH3:26])([CH3:25])[CH3:24])[N:10]=2)=[O:8])[CH:3]=[N:2]1.Cl.Cl[CH2:29][C:30]1[N:31]=[CH:32][S:33][CH:34]=1.C(=O)([O-])[O-].[Cs+].[Cs+].[Cl-]. Product: [S:33]1[CH:34]=[C:30]([CH2:29][N:1]2[CH:5]=[C:4]([NH:6][C:7]([C:9]3[C:17]4[C:12](=[CH:13][C:14]([Br:18])=[CH:15][CH:16]=4)[N:11]([CH2:19][O:20][CH2:21][CH2:22][Si:23]([CH3:26])([CH3:25])[CH3:24])[N:10]=3)=[O:8])[CH:3]=[N:2]2)[N:31]=[CH:32]1. The catalyst class is: 508.